From a dataset of Forward reaction prediction with 1.9M reactions from USPTO patents (1976-2016). Predict the product of the given reaction. (1) Given the reactants C([SiH](CC)CC)C.FC(F)(F)C(O)=O.[C:15]([S:19][S:20][CH2:21][C@H:22]1[C:26](=[O:27])[O:25][CH2:24][N:23]1[C:28]([O:30][CH2:31][CH:32]1[C:44]2[CH:43]=[CH:42][CH:41]=[CH:40][C:39]=2[C:38]2[C:33]1=[CH:34][CH:35]=[CH:36][CH:37]=2)=[O:29])([CH3:18])([CH3:17])[CH3:16], predict the reaction product. The product is: [CH:34]1[C:33]2[CH:32]([CH2:31][O:30][C:28]([N:23]([CH3:24])[C@@H:22]([CH2:21][S:20][S:19][C:15]([CH3:17])([CH3:16])[CH3:18])[C:26]([OH:27])=[O:25])=[O:29])[C:44]3[C:39](=[CH:40][CH:41]=[CH:42][CH:43]=3)[C:38]=2[CH:37]=[CH:36][CH:35]=1. (2) Given the reactants [C@@H:1]1([O:12][C:13]2[C:18]([CH2:19][C:20]3[CH:25]=[CH:24][C:23]([O:26][CH3:27])=[CH:22][CH:21]=3)=[C:17]([CH3:28])[CH:16]=[C:15]([CH3:29])[N:14]=2)[O:9][C@H:8]([CH2:10][OH:11])[C@@H:6]([OH:7])[C@H:4]([OH:5])[C@H:2]1[OH:3].Cl[C:31](OC)=[O:32].C(O)(=O)C[C:37](CC(O)=O)(C(O)=O)[OH:38], predict the reaction product. The product is: [CH3:27][O:26][C:23]1[CH:24]=[CH:25][C:20]([CH2:19][C:18]2[C:13]([O:12][C@@H:1]3[O:9][C@H:8]([C:10](=[C:31]=[O:32])[O:11][O:38][CH3:37])[C@@H:6]([OH:7])[C@H:4]([OH:5])[C@H:2]3[OH:3])=[N:14][C:15]([CH3:29])=[CH:16][C:17]=2[CH3:28])=[CH:21][CH:22]=1. (3) Given the reactants [Cl:1][C:2]1[C:10]([C:11]([O:13][CH3:14])=[O:12])=[CH:9][C:8]([CH3:15])=[C:7]2[C:3]=1[C:4](SC)=[CH:5][NH:6]2, predict the reaction product. The product is: [Cl:1][C:2]1[C:10]([C:11]([O:13][CH3:14])=[O:12])=[CH:9][C:8]([CH3:15])=[C:7]2[C:3]=1[CH:4]=[CH:5][NH:6]2. (4) Given the reactants [Cl:1][C:2]1[CH:3]=[CH:4][CH:5]=[C:6]2[C:11]=1[C:10](=O)[NH:9][C:8]([C@@H:13]([NH:15][C:16](=[O:32])[O:17][CH2:18][CH:19]1[C:31]3[CH:30]=[CH:29][CH:28]=[CH:27][C:26]=3[C:25]3[C:20]1=[CH:21][CH:22]=[CH:23][CH:24]=3)[CH3:14])=[CH:7]2.CN(C=O)C.S(Cl)([Cl:40])=O, predict the reaction product. The product is: [Cl:40][C:10]1[C:11]2[C:6](=[CH:5][CH:4]=[CH:3][C:2]=2[Cl:1])[CH:7]=[C:8]([C@@H:13]([NH:15][C:16](=[O:32])[O:17][CH2:18][CH:19]2[C:31]3[CH:30]=[CH:29][CH:28]=[CH:27][C:26]=3[C:25]3[C:20]2=[CH:21][CH:22]=[CH:23][CH:24]=3)[CH3:14])[N:9]=1. (5) Given the reactants [ClH:1].[Br:2][C:3]1[CH:4]=[CH:5][C:6]([CH2:9][C@@H:10]([C:19]([O:21][CH3:22])=[O:20])[NH:11]C(OC(C)(C)C)=O)=[N:7][CH:8]=1, predict the reaction product. The product is: [ClH:1].[ClH:1].[Br:2][C:3]1[CH:4]=[CH:5][C:6]([CH2:9][C@@H:10]([C:19]([O:21][CH3:22])=[O:20])[NH2:11])=[N:7][CH:8]=1. (6) Given the reactants Br[CH2:2][C:3]1[C:13]([Cl:14])=[N:12][CH:11]=[CH:10][C:4]=1[C:5]([O:7]CC)=O.Cl.[F:16][C:17]1[CH:18]=[C:19]([CH:31]=[CH:32][CH:33]=1)[O:20][C:21]1[N:26]=[CH:25][C:24]([CH:27]([NH2:29])[CH3:28])=[CH:23][C:22]=1[CH3:30], predict the reaction product. The product is: [Cl:14][C:13]1[C:3]2[CH2:2][N:29]([CH:27]([C:24]3[CH:25]=[N:26][C:21]([O:20][C:19]4[CH:31]=[CH:32][CH:33]=[C:17]([F:16])[CH:18]=4)=[C:22]([CH3:30])[CH:23]=3)[CH3:28])[C:5](=[O:7])[C:4]=2[CH:10]=[CH:11][N:12]=1.